Dataset: NCI-60 drug combinations with 297,098 pairs across 59 cell lines. Task: Regression. Given two drug SMILES strings and cell line genomic features, predict the synergy score measuring deviation from expected non-interaction effect. (1) Drug 1: CC1=C(C=C(C=C1)C(=O)NC2=CC(=CC(=C2)C(F)(F)F)N3C=C(N=C3)C)NC4=NC=CC(=N4)C5=CN=CC=C5. Drug 2: CC=C1C(=O)NC(C(=O)OC2CC(=O)NC(C(=O)NC(CSSCCC=C2)C(=O)N1)C(C)C)C(C)C. Cell line: EKVX. Synergy scores: CSS=4.73, Synergy_ZIP=-0.925, Synergy_Bliss=-0.0395, Synergy_Loewe=-14.6, Synergy_HSA=-3.54. (2) Drug 1: CN1C(=O)N2C=NC(=C2N=N1)C(=O)N. Drug 2: CN1C2=C(C=C(C=C2)N(CCCl)CCCl)N=C1CCCC(=O)O.Cl. Cell line: M14. Synergy scores: CSS=-2.96, Synergy_ZIP=-1.74, Synergy_Bliss=-5.77, Synergy_Loewe=-3.05, Synergy_HSA=-4.98. (3) Drug 1: C1=NC2=C(N1)C(=S)N=C(N2)N. Drug 2: B(C(CC(C)C)NC(=O)C(CC1=CC=CC=C1)NC(=O)C2=NC=CN=C2)(O)O. Cell line: BT-549. Synergy scores: CSS=6.89, Synergy_ZIP=-7.89, Synergy_Bliss=-3.73, Synergy_Loewe=-5.79, Synergy_HSA=-4.03. (4) Drug 1: C(CC(=O)O)C(=O)CN.Cl. Cell line: NCIH23. Drug 2: C(CCl)NC(=O)N(CCCl)N=O. Synergy scores: CSS=15.6, Synergy_ZIP=-2.72, Synergy_Bliss=5.83, Synergy_Loewe=3.33, Synergy_HSA=3.47. (5) Drug 1: CS(=O)(=O)CCNCC1=CC=C(O1)C2=CC3=C(C=C2)N=CN=C3NC4=CC(=C(C=C4)OCC5=CC(=CC=C5)F)Cl. Drug 2: C1=CN(C=N1)CC(O)(P(=O)(O)O)P(=O)(O)O. Cell line: SNB-19. Synergy scores: CSS=0.0500, Synergy_ZIP=0.143, Synergy_Bliss=0.936, Synergy_Loewe=-1.56, Synergy_HSA=-1.27. (6) Drug 1: CCCS(=O)(=O)NC1=C(C(=C(C=C1)F)C(=O)C2=CNC3=C2C=C(C=N3)C4=CC=C(C=C4)Cl)F. Drug 2: CC1=C(C(=O)C2=C(C1=O)N3CC4C(C3(C2COC(=O)N)OC)N4)N. Cell line: K-562. Synergy scores: CSS=-9.15, Synergy_ZIP=-7.31, Synergy_Bliss=-15.0, Synergy_Loewe=-39.8, Synergy_HSA=-17.0. (7) Drug 1: CC(C1=C(C=CC(=C1Cl)F)Cl)OC2=C(N=CC(=C2)C3=CN(N=C3)C4CCNCC4)N. Drug 2: C1=CC=C(C=C1)NC(=O)CCCCCCC(=O)NO. Cell line: NCI-H460. Synergy scores: CSS=23.9, Synergy_ZIP=4.51, Synergy_Bliss=11.4, Synergy_Loewe=12.1, Synergy_HSA=12.2. (8) Drug 1: CN(C)C1=NC(=NC(=N1)N(C)C)N(C)C. Drug 2: CC1CCC2CC(C(=CC=CC=CC(CC(C(=O)C(C(C(=CC(C(=O)CC(OC(=O)C3CCCCN3C(=O)C(=O)C1(O2)O)C(C)CC4CCC(C(C4)OC)O)C)C)O)OC)C)C)C)OC. Cell line: MCF7. Synergy scores: CSS=11.4, Synergy_ZIP=-10.2, Synergy_Bliss=-9.97, Synergy_Loewe=-36.9, Synergy_HSA=-12.4. (9) Drug 1: CC1C(C(CC(O1)OC2CC(OC(C2O)C)OC3=CC4=CC5=C(C(=O)C(C(C5)C(C(=O)C(C(C)O)O)OC)OC6CC(C(C(O6)C)O)OC7CC(C(C(O7)C)O)OC8CC(C(C(O8)C)O)(C)O)C(=C4C(=C3C)O)O)O)O. Drug 2: CN(C(=O)NC(C=O)C(C(C(CO)O)O)O)N=O. Cell line: NCI-H226. Synergy scores: CSS=7.27, Synergy_ZIP=-0.869, Synergy_Bliss=-2.01, Synergy_Loewe=0.310, Synergy_HSA=-0.0525. (10) Drug 1: C1CCC(CC1)NC(=O)N(CCCl)N=O. Drug 2: C1=CN(C(=O)N=C1N)C2C(C(C(O2)CO)O)O.Cl. Cell line: HT29. Synergy scores: CSS=49.1, Synergy_ZIP=0.377, Synergy_Bliss=1.94, Synergy_Loewe=-24.2, Synergy_HSA=2.96.